Dataset: Catalyst prediction with 721,799 reactions and 888 catalyst types from USPTO. Task: Predict which catalyst facilitates the given reaction. (1) Reactant: C1CCCCC1.C([Li])(CC)C.[F:12][C:13]1[CH:14]=[C:15]([C:19]2[CH:28]=[CH:27][C:26]3[C:21](=[CH:22][CH:23]=[CH:24][CH:25]=3)[CH:20]=2)[CH:16]=[CH:17][CH:18]=1.[I:29]I. Product: [F:12][C:13]1[CH:14]=[C:15]([C:19]2[CH:28]=[CH:27][C:26]3[C:21](=[CH:22][CH:23]=[CH:24][CH:25]=3)[CH:20]=2)[CH:16]=[CH:17][C:18]=1[I:29]. The catalyst class is: 90. (2) Reactant: Cl[C:2]1[CH:11]=[CH:10][C:5]([C:6]([O:8][CH3:9])=[O:7])=[CH:4][C:3]=1[N+:12]([O-:14])=[O:13].[CH3:15][CH2:16][N:17](C(C)C)C(C)C.Cl.C(N)C. Product: [CH3:9][O:8][C:6](=[O:7])[C:5]1[CH:10]=[CH:11][C:2]([NH:17][CH2:16][CH3:15])=[C:3]([N+:12]([O-:14])=[O:13])[CH:4]=1. The catalyst class is: 3. (3) Reactant: [Br:1][C:2]1[S:3][CH:4]=[CH:5][C:6]=1[C:7]1[S:11][C:10]([NH:12][C:13](=[O:15])[CH3:14])=[N:9][C:8]=1[CH3:16].[Cl:17][S:18](O)(=[O:20])=[O:19].P(Cl)(Cl)(Cl)(Cl)Cl.[Cl-].[P+]=O. Product: [C:13]([NH:12][C:10]1[S:11][C:7]([C:6]2[CH:5]=[C:4]([S:18]([Cl:17])(=[O:20])=[O:19])[S:3][C:2]=2[Br:1])=[C:8]([CH3:16])[N:9]=1)(=[O:15])[CH3:14]. The catalyst class is: 2. (4) Reactant: [NH:1]1[C:5]2[N:6]=[CH:7][CH:8]=[C:9]([C:10]#[N:11])[C:4]=2[CH:3]=[CH:2]1.[F:12][C:13]1[C:18]([CH:19]=[O:20])=[C:17]([F:21])[CH:16]=[CH:15][C:14]=1[NH:22][S:23]([C:26]1[CH:31]=[CH:30][C:29]([C:32]([F:35])([F:34])[F:33])=[CH:28][CH:27]=1)(=[O:25])=[O:24].[OH-].[K+].Cl. Product: [C:10]([C:9]1[CH:8]=[CH:7][N:6]=[C:5]2[NH:1][CH:2]=[C:3]([CH:19]([OH:20])[C:18]3[C:13]([F:12])=[C:14]([NH:22][S:23]([C:26]4[CH:27]=[CH:28][C:29]([C:32]([F:35])([F:34])[F:33])=[CH:30][CH:31]=4)(=[O:25])=[O:24])[CH:15]=[CH:16][C:17]=3[F:21])[C:4]=12)#[N:11]. The catalyst class is: 5. (5) Reactant: [Cl:1][C:2]1[CH:7]=[C:6]([CH3:8])[C:5]([S:9][CH2:10][C:11]([F:14])([F:13])[F:12])=[CH:4][C:3]=1[NH:15][N:16]=[CH:17][C:18]([F:21])([F:20])[F:19].[Br:22]N1C(=O)CCC1=O.O. Product: [Cl:1][C:2]1[CH:7]=[C:6]([CH3:8])[C:5]([S:9][CH2:10][C:11]([F:14])([F:13])[F:12])=[CH:4][C:3]=1[NH:15][N:16]=[C:17]([Br:22])[C:18]([F:21])([F:19])[F:20]. The catalyst class is: 9. (6) Reactant: [Br:1][C:2]1[S:6][C:5]([C:7]2[C:11]([C:12]3[CH:17]=[CH:16][N:15]=[CH:14][CH:13]=3)=[CH:10][NH:9][N:8]=2)=[CH:4][CH:3]=1.Br[CH2:19][CH:20]([CH3:22])[CH3:21].C(=O)([O-])[O-].[Cs+].[Cs+].ClCCl. The catalyst class is: 35. Product: [CH2:19]([N:9]1[CH:10]=[C:11]([C:12]2[CH:17]=[CH:16][N:15]=[CH:14][CH:13]=2)[C:7]([C:5]2[S:6][C:2]([Br:1])=[CH:3][CH:4]=2)=[N:8]1)[CH:20]([CH3:22])[CH3:21]. (7) Reactant: Cl[CH2:2][CH2:3][CH2:4][C:5]([CH3:9])([CH3:8])[C:6]#[N:7].[C-:10]#[N:11].[Na+]. The catalyst class is: 18. Product: [CH3:8][C:5]([CH3:9])([CH2:4][CH2:3][CH2:2][C:10]#[N:11])[C:6]#[N:7]. (8) Reactant: C[O:2][C:3](=O)[CH2:4][CH2:5][C:6]1[N:7]([CH2:11][C:12]2[CH:17]=[CH:16][CH:15]=[CH:14][C:13]=2[Br:18])[CH:8]=[N:9][CH:10]=1.[BH4-].[Na+]. Product: [Br:18][C:13]1[CH:14]=[CH:15][CH:16]=[CH:17][C:12]=1[CH2:11][N:7]1[C:6]([CH2:5][CH2:4][CH2:3][OH:2])=[CH:10][N:9]=[CH:8]1. The catalyst class is: 5. (9) Reactant: [OH:1][CH:2]([CH:19]1[O:23][C:22](=[S:24])[N:21]=[N:20]1)[CH:3]([NH:10][C:11]([CH:13]1[CH2:18][CH2:17][CH2:16][CH2:15][CH2:14]1)=[O:12])[CH:4]1[CH2:9][CH2:8][O:7][CH2:6][CH2:5]1.[CH3:25][NH:26][C:27]([CH3:31])([CH3:30])[CH2:28]Cl.C(=O)([O-])[O-].[K+].[K+]. Product: [CH3:25][N:26]1[C:27]([CH3:31])([CH3:30])[CH2:28][S:24][C:22]1=[N:21][NH:20][C:19](=[O:23])[CH:2]([OH:1])[CH:3]([NH:10][C:11]([CH:13]1[CH2:18][CH2:17][CH2:16][CH2:15][CH2:14]1)=[O:12])[CH:4]1[CH2:9][CH2:8][O:7][CH2:6][CH2:5]1. The catalyst class is: 391.